This data is from Reaction yield outcomes from USPTO patents with 853,638 reactions. The task is: Predict the reaction yield, written as a fraction of the theoretical maximum amount of product (1.0 means a 100% yield; for example, 0.34 means a 34% yield). (1) The yield is 0.980. The reactants are Br[C:2]1[CH:3]=[C:4]([C:15]([O:17][CH3:18])=[O:16])[C:5]2[C:6]([CH3:14])=[CH:7][N:8]([CH:11]([CH3:13])[CH3:12])[C:9]=2[CH:10]=1.[F:19][C:20]1[CH:25]=[CH:24][C:23](B(O)O)=[CH:22][C:21]=1[CH:29]=[O:30].P([O-])([O-])([O-])=O.[K+].[K+].[K+].O1CCOCC1. The catalyst is O.C1C=CC(P(C2C=CC=CC=2)[C-]2C=CC=C2)=CC=1.C1C=CC(P(C2C=CC=CC=2)[C-]2C=CC=C2)=CC=1.Cl[Pd]Cl.[Fe+2].C(Cl)Cl. The product is [F:19][C:20]1[CH:25]=[CH:24][C:23]([C:2]2[CH:3]=[C:4]([C:15]([O:17][CH3:18])=[O:16])[C:5]3[C:6]([CH3:14])=[CH:7][N:8]([CH:11]([CH3:13])[CH3:12])[C:9]=3[CH:10]=2)=[CH:22][C:21]=1[CH:29]=[O:30]. (2) The reactants are [C:1]12([CH2:11][C:12](Cl)=[O:13])[CH2:10][CH:5]3[CH2:6][CH:7]([CH2:9][CH:3]([CH2:4]3)[CH2:2]1)[CH2:8]2.C(N(CC)CC)C.[S:22]1[CH:26]=[CH:25][CH:24]=[C:23]1[CH2:27][CH2:28][NH2:29]. The catalyst is C(Cl)Cl. The product is [C:1]12([CH2:11][C:12]([NH:29][CH2:28][CH2:27][C:23]3[S:22][CH:26]=[CH:25][CH:24]=3)=[O:13])[CH2:10][CH:5]3[CH2:6][CH:7]([CH2:9][CH:3]([CH2:4]3)[CH2:2]1)[CH2:8]2. The yield is 0.920. (3) The reactants are [C:1]([C:3]1[CH:10]=[CH:9]C(C#N)=[CH:5][CH:4]=1)#[CH:2].[Li+].[OH-:12].Cl.[O:14]1[CH2:19][CH2:18]OCC1. The catalyst is O. The product is [C:1]([C:3]1[CH:10]=[CH:9][C:18]([C:19]([OH:14])=[O:12])=[CH:5][CH:4]=1)#[CH:2]. The yield is 0.630. (4) The reactants are O[C:2]1[N:7]2[N:8]=[CH:9][CH:10]=[C:6]2[N:5]=[CH:4][C:3]=1[C:11]([O:13][CH2:14][CH3:15])=[O:12].[Cl:16][C:17]1[CH:23]=[C:22]([Cl:24])[CH:21]=[CH:20][C:18]=1[NH2:19]. No catalyst specified. The product is [Cl:16][C:17]1[CH:23]=[C:22]([Cl:24])[CH:21]=[CH:20][C:18]=1[NH:19][C:2]1[N:7]2[N:8]=[CH:9][CH:10]=[C:6]2[N:5]=[CH:4][C:3]=1[C:11]([O:13][CH2:14][CH3:15])=[O:12]. The yield is 0.720. (5) The reactants are C(O)(C(F)(F)F)=O.[CH3:8][CH:9]([CH3:27])[CH2:10][CH2:11][NH:12][C:13]([C:15]1[N:16]=[N:17][C:18]([N:21]2[CH2:26][CH2:25][NH:24][CH2:23][CH2:22]2)=[CH:19][CH:20]=1)=[O:14].[F:28][C:29]([F:37])([F:36])[CH2:30][CH:31]([CH3:35])[C:32](O)=[O:33].N12CCCN=C1CCCCC2.CN(C)CCCN=C=NCC. The catalyst is CN(C=O)C.C(OCC)(=O)C. The product is [CH3:8][CH:9]([CH3:27])[CH2:10][CH2:11][NH:12][C:13]([C:15]1[N:16]=[N:17][C:18]([N:21]2[CH2:26][CH2:25][N:24]([C:32](=[O:33])[CH:31]([CH3:35])[CH2:30][C:29]([F:37])([F:36])[F:28])[CH2:23][CH2:22]2)=[CH:19][CH:20]=1)=[O:14]. The yield is 0.750. (6) The reactants are [CH3:1][C:2]1([CH3:13])[C:6]2([C:10]([OH:12])=[O:11])[C:7]([CH2:9][CH:3]1[CH2:4][CH2:5]2)=[O:8].[C:14]([O-])([O-])=O.[K+].[K+].CI. The catalyst is CN(C=O)C.O. The product is [CH3:14][O:11][C:10]([C@@:6]12[C:2]([CH3:13])([CH3:1])[C@@H:3]([CH2:4][CH2:5]1)[CH2:9][C:7]2=[O:8])=[O:12]. The yield is 0.940.